Dataset: Reaction yield outcomes from USPTO patents with 853,638 reactions. Task: Predict the reaction yield, written as a fraction of the theoretical maximum amount of product (1.0 means a 100% yield; for example, 0.34 means a 34% yield). (1) The reactants are [CH3:1][O:2][C:3]1[CH:4]=[C:5]2[C:10](=[CH:11][CH:12]=1)[CH:9]=[C:8](B(O)O)[CH:7]=[CH:6]2.C1(C)C=CC=CC=1P(C1C=CC=CC=1C)C1C=CC=CC=1C.[O-]P([O-])([O-])=O.[K+].[K+].[K+].[CH2:46]([O:48][C:49](=[O:52])[CH2:50]Br)[CH3:47]. The catalyst is CC([O-])=O.CC([O-])=O.[Pd+2].CCOC(C)=O.O.C1COCC1. The product is [CH3:1][O:2][C:3]1[CH:4]=[C:5]2[C:10](=[CH:11][CH:12]=1)[CH:9]=[C:8]([CH2:50][C:49]([O:48][CH2:46][CH3:47])=[O:52])[CH:7]=[CH:6]2. The yield is 0.760. (2) The reactants are B.C1COCC1.C([O:9][C:10](=O)[CH2:11][C:12]1(O)[C:20]2[C:15](=[CH:16][C:17]([Cl:22])=[C:18]([Cl:21])[CH:19]=2)[NH:14][C:13]1=O)C.O1CCCC1.C(OCC)(=O)C. The catalyst is O. The product is [Cl:21][C:18]1[CH:19]=[C:20]2[C:15](=[CH:16][C:17]=1[Cl:22])[NH:14][CH:13]=[C:12]2[CH2:11][CH2:10][OH:9]. The yield is 0.600. (3) The reactants are [F:1][C:2]1[CH:3]=[N:4][CH:5]=[CH:6][C:7]=1[C:8](=[O:10])[CH3:9].[Br:11]Br.C(OC(=O)C)C. The catalyst is C(O)(=O)C.Br. The product is [BrH:11].[Br:11][CH2:9][C:8]([C:7]1[CH:6]=[CH:5][N:4]=[CH:3][C:2]=1[F:1])=[O:10]. The yield is 0.820. (4) The reactants are [CH3:1][C:2]1[CH:7]=[CH:6][CH:5]=[CH:4][C:3]=1[C:8]1[CH:13]=[CH:12][C:11]([C:14]([O:16]C)=[O:15])=[CH:10][C:9]=1[N+:18]([O-:20])=[O:19].[OH-].[Li+]. The product is [CH3:1][C:2]1[CH:7]=[CH:6][CH:5]=[CH:4][C:3]=1[C:8]1[CH:13]=[CH:12][C:11]([C:14]([OH:16])=[O:15])=[CH:10][C:9]=1[N+:18]([O-:20])=[O:19]. The catalyst is C1COCC1.O. The yield is 0.700. (5) The reactants are [C:1]([C@H:4]([NH:6][C:7]([C@@H:9]([NH:11][C:12]([C:14]1[N:18]2[C@@:19]([CH2:32][C:33]3[CH:38]=[CH:37][C:36]([C:39]#[N:40])=[CH:35][CH:34]=3)([CH3:31])[C:20](=[O:30])[N:21]([C:22]3[CH:27]=[C:26]([Cl:28])[CH:25]=[C:24]([Cl:29])[CH:23]=3)[C:17]2=[N:16][CH:15]=1)=[O:13])[CH3:10])=[O:8])[CH3:5])(=[S:3])[NH2:2].[CH2:41](OC(OCC)CBr)[CH3:42].Cl. The catalyst is CC(C)=O.O1CCOCC1. The product is [S:3]1[CH:42]=[CH:41][N:2]=[C:1]1[CH:4]([NH:6][C:7]([C@@H:9]([NH:11][C:12]([C:14]1[N:18]2[C@@:19]([CH2:32][C:33]3[CH:34]=[CH:35][C:36]([C:39]#[N:40])=[CH:37][CH:38]=3)([CH3:31])[C:20](=[O:30])[N:21]([C:22]3[CH:27]=[C:26]([Cl:28])[CH:25]=[C:24]([Cl:29])[CH:23]=3)[C:17]2=[N:16][CH:15]=1)=[O:13])[CH3:10])=[O:8])[CH3:5]. The yield is 0.890. (6) The reactants are [OH:1][C:2]1[C:3]([C:18](=O)[CH3:19])=[N:4][N:5]([CH3:17])[C:6]=1[C:7]1[CH:12]=[CH:11][C:10]([C:13]([F:16])([F:15])[F:14])=[CH:9][CH:8]=1.[CH3:21][CH:22]([NH:24][C:25]([C:27]1[S:28][C:29]([C:32]([NH:34][NH2:35])=[O:33])=[CH:30][CH:31]=1)=[O:26])[CH3:23].C1(C)C=CC(S(O)(=O)=O)=CC=1. The catalyst is CC(O)C. The product is [CH3:23][CH:22]([NH:24][C:25]([C:27]1[S:28][C:29]([C:32]([NH:34][N:35]=[C:18]([C:3]2[C:2]([OH:1])=[C:6]([C:7]3[CH:12]=[CH:11][C:10]([C:13]([F:16])([F:15])[F:14])=[CH:9][CH:8]=3)[N:5]([CH3:17])[N:4]=2)[CH3:19])=[O:33])=[CH:30][CH:31]=1)=[O:26])[CH3:21]. The yield is 0.420. (7) The reactants are [C:1]([C:3]1[CH:8]=[CH:7][C:6]([C:9]2[CH:10]=[N:11][N:12]([C:16]3[CH:29]=[CH:28][C:19]([C:20]([NH:22][CH2:23][CH2:24][CH2:25][O:26][CH3:27])=[O:21])=[CH:18][N:17]=3)[C:13]=2[O:14]C)=[CH:5][C:4]=1[CH3:30])#[N:2].[Cl-].[Li+].C(#N)C. The catalyst is CC(N(C)C)=O.CS(C)=O.O. The product is [C:1]([C:3]1[CH:8]=[CH:7][C:6]([C:9]2[CH:10]=[N:11][N:12]([C:16]3[CH:29]=[CH:28][C:19]([C:20]([NH:22][CH2:23][CH2:24][CH2:25][O:26][CH3:27])=[O:21])=[CH:18][N:17]=3)[C:13]=2[OH:14])=[CH:5][C:4]=1[CH3:30])#[N:2]. The yield is 0.265. (8) The reactants are [CH3:1][C@H:2]1[N:7]([CH2:8][C:9]([F:12])([F:11])[F:10])[C:6](=[O:13])[CH:5]([NH:14]C(=O)OC(C)(C)C)[CH2:4][C@H:3]1[C:22]1[C:27]([F:28])=[CH:26][CH:25]=[C:24]([F:29])[C:23]=1[F:30].C1(C)C=CC(S(=O)=O)=CC=1.C([O-])([O-])=O.[K+].[K+].[C:47]([NH:50][C@H:51]([C:59]([OH:61])=[O:60])[CH2:52][C:53]1[CH:58]=[CH:57][CH:56]=[CH:55][CH:54]=1)(=[O:49])[CH3:48]. The catalyst is OC1C=CC([N+]([O-])=O)=CC=1C=O. The product is [C:47]([NH:50][C@@H:51]([CH2:52][C:53]1[CH:58]=[CH:57][CH:56]=[CH:55][CH:54]=1)[C:59]([O-:61])=[O:60])(=[O:49])[CH3:48].[CH3:1][C@H:2]1[N:7]([CH2:8][C:9]([F:10])([F:12])[F:11])[C:6](=[O:13])[C@@H:5]([NH3+:14])[CH2:4][C@H:3]1[C:22]1[C:27]([F:28])=[CH:26][CH:25]=[C:24]([F:29])[C:23]=1[F:30]. The yield is 0.890. (9) The reactants are [F:1][C:2]([F:13])([F:12])[C:3]1[CH:4]=[C:5](B(O)O)[CH:6]=[CH:7][CH:8]=1.[C:14]([O:18][C:19](=[O:30])[NH:20][CH2:21][CH2:22][C:23]1[CH:28]=[CH:27][C:26]([OH:29])=[CH:25][CH:24]=1)([CH3:17])([CH3:16])[CH3:15].N1C=CC=CC=1. The catalyst is C(Cl)Cl.CCOCC.C([O-])(=O)C.[Cu+2].C([O-])(=O)C. The product is [C:14]([O:18][C:19](=[O:30])[NH:20][CH2:21][CH2:22][C:23]1[CH:28]=[CH:27][C:26]([O:29][C:5]2[CH:6]=[CH:7][CH:8]=[C:3]([C:2]([F:13])([F:12])[F:1])[CH:4]=2)=[CH:25][CH:24]=1)([CH3:17])([CH3:15])[CH3:16]. The yield is 0.224. (10) The reactants are C([O:3][C:4]([C@@:6]12[CH2:24][C@H:23]1[CH:22]=[CH:21][CH2:20][CH2:19][CH2:18][CH2:17][CH2:16][C@H:15]([NH:25][C:26]([O:28][C:29]([CH3:32])([CH3:31])[CH3:30])=[O:27])[C:14](=[O:33])[N:13]1[C@@H:9]([CH2:10][C@@H:11]([O:34][C:35]3[C:44]4[C:39](=[CH:40][C:41]([O:45][CH3:46])=[CH:42][CH:43]=4)[N:38]=[C:37]([C:47]4[CH:52]=[CH:51][CH:50]=[CH:49][CH:48]=4)[CH:36]=3)[CH2:12]1)[C:8](=[O:53])[NH:7]2)=[O:5])C.[Li+].[OH-]. The catalyst is C1COCC1.O.CO. The product is [C:29]([O:28][C:26]([NH:25][C@@H:15]1[C:14](=[O:33])[N:13]2[C@@H:9]([CH2:10][C@@H:11]([O:34][C:35]3[C:44]4[C:39](=[CH:40][C:41]([O:45][CH3:46])=[CH:42][CH:43]=4)[N:38]=[C:37]([C:47]4[CH:52]=[CH:51][CH:50]=[CH:49][CH:48]=4)[CH:36]=3)[CH2:12]2)[C:8](=[O:53])[NH:7][C@@:6]2([C:4]([OH:5])=[O:3])[C@@H:23]([CH2:24]2)[CH:22]=[CH:21][CH2:20][CH2:19][CH2:18][CH2:17][CH2:16]1)=[O:27])([CH3:32])([CH3:30])[CH3:31]. The yield is 0.820.